Dataset: Reaction yield outcomes from USPTO patents with 853,638 reactions. Task: Predict the reaction yield, written as a fraction of the theoretical maximum amount of product (1.0 means a 100% yield; for example, 0.34 means a 34% yield). (1) The reactants are BrC1C=CC(O)=CC=1C.[Br:10][C:11]1[C:25]([CH3:26])=[CH:24][C:14]([O:15][CH2:16][O:17][CH2:18][CH2:19][Si:20]([CH3:23])([CH3:22])[CH3:21])=[C:13](OC)[CH:12]=1. No catalyst specified. The product is [Br:10][C:11]1[CH:12]=[CH:13][C:14]([O:15][CH2:16][O:17][CH2:18][CH2:19][Si:20]([CH3:21])([CH3:22])[CH3:23])=[CH:24][C:25]=1[CH3:26]. The yield is 0.860. (2) The reactants are [CH3:1][O:2][C:3](=[O:33])[CH:4]([NH:25][C:26]([O:28][C:29]([CH3:32])([CH3:31])[CH3:30])=[O:27])[CH2:5][C:6]1[CH:11]=[CH:10][C:9]([O:12][CH2:13][C:14]2[CH:19]=[CH:18][CH:17]=[CH:16][CH:15]=2)=[CH:8][C:7]=1[CH2:20][O:21]C(=O)C.C(=O)([O-])[O-].[K+].[K+]. The catalyst is CO.ClCCl. The product is [CH3:1][O:2][C:3](=[O:33])[CH:4]([NH:25][C:26]([O:28][C:29]([CH3:31])([CH3:30])[CH3:32])=[O:27])[CH2:5][C:6]1[CH:11]=[CH:10][C:9]([O:12][CH2:13][C:14]2[CH:19]=[CH:18][CH:17]=[CH:16][CH:15]=2)=[CH:8][C:7]=1[CH2:20][OH:21]. The yield is 1.00.